Predict the reactants needed to synthesize the given product. From a dataset of Full USPTO retrosynthesis dataset with 1.9M reactions from patents (1976-2016). Given the product [CH3:23][O:24][C:25]1[CH:43]=[C:42]([O:44][CH3:45])[CH:41]=[CH:40][C:26]=1[CH2:27][N:28]([CH3:39])[C:29]1[CH:30]=[C:31]2[C:35](=[CH:36][CH:37]=1)[C:34](=[C:6]1[C:5]3[C:9](=[CH:10][C:2]([F:1])=[CH:3][CH:4]=3)[NH:8][C:7]1=[O:11])[O:33][CH2:32]2, predict the reactants needed to synthesize it. The reactants are: [F:1][C:2]1[CH:10]=[C:9]2[C:5]([CH2:6][C:7](=[O:11])[NH:8]2)=[CH:4][CH:3]=1.[Li]CCCC.CCCCCC.[CH3:23][O:24][C:25]1[CH:43]=[C:42]([O:44][CH3:45])[CH:41]=[CH:40][C:26]=1[CH2:27][N:28]([CH3:39])[C:29]1[CH:30]=[C:31]2[C:35](=[CH:36][CH:37]=1)[C:34](=O)[O:33][CH2:32]2.Cl.[OH-].[Na+].